This data is from Full USPTO retrosynthesis dataset with 1.9M reactions from patents (1976-2016). The task is: Predict the reactants needed to synthesize the given product. (1) Given the product [Cl:1][C:2]1[CH:27]=[CH:26][C:5]([CH2:6][N:7]2[C:15]3[C:10](=[CH:11][C:12]([CH:16]=[C:17]4[S:21][C:20]([N:40]5[CH2:39][CH2:38][N:37]([C:35](=[O:36])[CH2:34][O:33][CH3:32])[CH2:42][CH2:41]5)=[N:19][C:18]4=[O:25])=[CH:13][CH:14]=3)[CH:9]=[N:8]2)=[C:4]([C:28]([F:31])([F:29])[F:30])[CH:3]=1, predict the reactants needed to synthesize it. The reactants are: [Cl:1][C:2]1[CH:27]=[CH:26][C:5]([CH2:6][N:7]2[C:15]3[C:10](=[CH:11][C:12]([CH:16]=[C:17]4[S:21][C:20](SCC)=[N:19][C:18]4=[O:25])=[CH:13][CH:14]=3)[CH:9]=[N:8]2)=[C:4]([C:28]([F:31])([F:30])[F:29])[CH:3]=1.[CH3:32][O:33][CH2:34][C:35]([N:37]1[CH2:42][CH2:41][NH:40][CH2:39][CH2:38]1)=[O:36]. (2) Given the product [Br:3][C:4]1[C:12]2[C:7](=[CH:8][CH:9]=[CH:10][CH:11]=2)[N:6]([CH2:14][C:15]2[CH:16]=[CH:17][C:18]([C:21]([F:22])([F:23])[F:24])=[CH:19][CH:20]=2)[N:5]=1, predict the reactants needed to synthesize it. The reactants are: [OH-].[K+].[Br:3][C:4]1[C:12]2[C:7](=[CH:8][CH:9]=[CH:10][CH:11]=2)[NH:6][N:5]=1.Br[CH2:14][C:15]1[CH:20]=[CH:19][C:18]([C:21]([F:24])([F:23])[F:22])=[CH:17][CH:16]=1.